The task is: Predict the product of the given reaction.. This data is from Forward reaction prediction with 1.9M reactions from USPTO patents (1976-2016). (1) The product is: [CH3:1][C:2]1[C:7]([O:8][CH3:9])=[CH:6][CH:5]=[CH:4][C:3]=1[N:10]1[C:14](=[O:15])[N:13]([CH3:16])[N:12]=[N:11]1. Given the reactants [CH3:1][C:2]1[C:7]([O:8][CH3:9])=[CH:6][CH:5]=[CH:4][C:3]=1[N:10]1[C:14](=[O:15])[NH:13][N:12]=[N:11]1.[CH3:16]N(C)C=O.[H-].[Na+].CI, predict the reaction product. (2) Given the reactants [Br:1][C:2]1[CH:3]=[C:4]([C:8](=O)[C:9]([C:11]2[CH:16]=[CH:15][C:14](OC)=[CH:13]C=2)=O)[CH:5]=[CH:6][CH:7]=1.Cl.[CH3:21][NH:22][C:23]([NH2:25])=[NH:24].[C:26](=[O:29])([O-])[O-].[Na+].[Na+].[O:32]1[CH2:37]COCC1, predict the reaction product. The product is: [NH2:25][C:23]1[N:22]([CH3:21])[C:37](=[O:32])[C:8]([C:4]2[CH:5]=[CH:6][CH:7]=[C:2]([Br:1])[CH:3]=2)([C:9]2[CH:11]=[CH:16][C:15]([O:29][CH3:26])=[CH:14][CH:13]=2)[N:24]=1. (3) Given the reactants FC(F)(F)S(O[C:7]1[CH:12]=[CH:11][C:10]([CH:13]([CH3:18])[C:14]([O:16]C)=[O:15])=[CH:9][CH:8]=1)(=O)=O.[CH3:21][O:22][C:23]1[CH:24]=[C:25]([CH:27]=[CH:28][CH:29]=1)[NH2:26], predict the reaction product. The product is: [CH3:21][O:22][C:23]1[CH:24]=[C:25]([NH:26][C:7]2[CH:12]=[CH:11][C:10]([CH:13]([CH3:18])[C:14]([OH:16])=[O:15])=[CH:9][CH:8]=2)[CH:27]=[CH:28][CH:29]=1. (4) Given the reactants [O:1]=[C:2]1[CH2:7][NH:6][CH:5]([C:8]([O:10][CH3:11])=[O:9])[CH2:4][CH2:3]1.[C:12]1([C:21]2[CH:26]=[CH:25][CH:24]=[CH:23][CH:22]=2)[C:13]([C:18](O)=[O:19])=[CH:14][CH:15]=[CH:16][CH:17]=1, predict the reaction product. The product is: [C:12]1([C:21]2[CH:26]=[CH:25][CH:24]=[CH:23][CH:22]=2)[C:13]([C:18]([N:6]2[CH2:7][C:2](=[O:1])[CH2:3][CH2:4][CH:5]2[C:8]([O:10][CH3:11])=[O:9])=[O:19])=[CH:14][CH:15]=[CH:16][CH:17]=1. (5) Given the reactants [CH3:1][S:2][CH2:3][CH2:4][C@H:5]([N:9]1[CH2:17][C:16]2[C:11](=[CH:12][CH:13]=[CH:14][C:15]=2[C:18]([F:21])([F:20])[F:19])[C:10]1=[O:22])[C:6](O)=[O:7].C(Cl)(=O)C(Cl)=O.[CH3:29][C:30]1([CH3:42])[O:34][C@@H:33]([C:35]2[N:36]=[CH:37][C:38]([NH2:41])=[N:39][CH:40]=2)[CH2:32][O:31]1.N1C(C)=CC=CC=1C, predict the reaction product. The product is: [CH3:29][C:30]1([CH3:42])[O:34][C@@H:33]([C:35]2[N:36]=[CH:37][C:38]([NH:41][C:6](=[O:7])[C@@H:5]([N:9]3[CH2:17][C:16]4[C:11](=[CH:12][CH:13]=[CH:14][C:15]=4[C:18]([F:20])([F:19])[F:21])[C:10]3=[O:22])[CH2:4][CH2:3][S:2][CH3:1])=[N:39][CH:40]=2)[CH2:32][O:31]1.